From a dataset of Full USPTO retrosynthesis dataset with 1.9M reactions from patents (1976-2016). Predict the reactants needed to synthesize the given product. Given the product [CH3:9][O:8][C:6]1[CH:7]=[C:2]2[C:3]([CH:10]=[CH:11][C:12](=[O:14])[NH:1]2)=[N:4][CH:5]=1, predict the reactants needed to synthesize it. The reactants are: [NH2:1][C:2]1[C:3](/[CH:10]=[CH:11]/[C:12]([O:14]CC)=O)=[N:4][CH:5]=[C:6]([O:8][CH3:9])[CH:7]=1.C[O-].[Na+].CO.